This data is from Forward reaction prediction with 1.9M reactions from USPTO patents (1976-2016). The task is: Predict the product of the given reaction. Given the reactants C([O:8][C:9]1[CH:21]=[CH:20][C:12]([O:13][CH2:14][C:15]([O:17][CH2:18][CH3:19])=[O:16])=[CH:11][CH:10]=1)C1C=CC=CC=1, predict the reaction product. The product is: [OH:8][C:9]1[CH:10]=[CH:11][C:12]([O:13][CH2:14][C:15]([O:17][CH2:18][CH3:19])=[O:16])=[CH:20][CH:21]=1.